Dataset: Forward reaction prediction with 1.9M reactions from USPTO patents (1976-2016). Task: Predict the product of the given reaction. (1) Given the reactants [Br:1][C:2]1[CH:3]=[C:4]([OH:8])[CH:5]=[CH:6][CH:7]=1.Br[CH2:10][C@@H:11]([CH3:14])[CH2:12][Cl:13], predict the reaction product. The product is: [Cl:13][CH2:12][C@H:11]([CH3:14])[CH2:10][O:8][C:4]1[CH:5]=[CH:6][CH:7]=[C:2]([Br:1])[CH:3]=1. (2) Given the reactants [CH3:1][C:2]([CH3:17])([CH3:16])[CH2:3][NH:4][C:5]1[CH:10]=[CH:9][C:8]([O:11][CH3:12])=[CH:7][C:6]=1[N+:13]([O-])=O.N#N, predict the reaction product. The product is: [CH3:1][C:2]([CH3:17])([CH3:16])[CH2:3][NH:4][C:5]1[C:6]([NH2:13])=[CH:7][C:8]([O:11][CH3:12])=[CH:9][CH:10]=1. (3) Given the reactants F[C:2]1[CH:7]=[CH:6][N:5]=[C:4]([CH3:8])[CH:3]=1.[I:9][C:10]1[CH:14]=[CH:13][NH:12][N:11]=1.[H-].[Na+], predict the reaction product. The product is: [I:9][C:10]1[CH:14]=[CH:13][N:12]([C:2]2[CH:7]=[CH:6][N:5]=[C:4]([CH3:8])[CH:3]=2)[N:11]=1. (4) Given the reactants [Br:1][C:2]1[CH:21]=[CH:20][C:5]([CH2:6][O:7][CH:8]2[CH2:13][O:12]C(C3C=CC=CC=3)[O:10][CH2:9]2)=[CH:4][CH:3]=1, predict the reaction product. The product is: [Br:1][C:2]1[CH:3]=[CH:4][C:5]([CH2:6][O:7][CH:8]([CH2:13][OH:12])[CH2:9][OH:10])=[CH:20][CH:21]=1. (5) Given the reactants [H-].[Na+].[C:3]1([OH:9])[CH:8]=[CH:7][CH:6]=[CH:5][CH:4]=1.[C:10]1([NH:16][S:17]([C:20]2[N:24]3[N:25]=[C:26](Cl)[CH:27]=[CH:28][C:23]3=[N:22][CH:21]=2)(=[O:19])=[O:18])[CH:15]=[CH:14][CH:13]=[CH:12][CH:11]=1, predict the reaction product. The product is: [C:10]1([NH:16][S:17]([C:20]2[N:24]3[N:25]=[C:26]([O:9][C:3]4[CH:8]=[CH:7][CH:6]=[CH:5][CH:4]=4)[CH:27]=[CH:28][C:23]3=[N:22][CH:21]=2)(=[O:18])=[O:19])[CH:11]=[CH:12][CH:13]=[CH:14][CH:15]=1.